Dataset: Reaction yield outcomes from USPTO patents with 853,638 reactions. Task: Predict the reaction yield, written as a fraction of the theoretical maximum amount of product (1.0 means a 100% yield; for example, 0.34 means a 34% yield). (1) The reactants are [NH:1]1[CH2:4][CH:3]([CH:5]2[CH2:10][CH2:9][N:8]([C:11]([C:13]3[S:14][CH:15]=[CH:16][N:17]=3)=[O:12])[CH2:7][CH2:6]2)[CH2:2]1.CN(C(ON1N=NC2C=CC=NC1=2)=[N+](C)C)C.F[P-](F)(F)(F)(F)F.CCN(CC)CC.[F:49][C:50]1[CH:55]=[CH:54][C:53]([N:56]2[C:60]3[CH:61]=[CH:62][C:63]([C:65](O)=[O:66])=[CH:64][C:59]=3[N:58]=[CH:57]2)=[CH:52][CH:51]=1. The catalyst is C(Cl)Cl.O. The product is [F:49][C:50]1[CH:51]=[CH:52][C:53]([N:56]2[C:60]3[CH:61]=[CH:62][C:63]([C:65]([N:1]4[CH2:2][CH:3]([CH:5]5[CH2:6][CH2:7][N:8]([C:11]([C:13]6[S:14][CH:15]=[CH:16][N:17]=6)=[O:12])[CH2:9][CH2:10]5)[CH2:4]4)=[O:66])=[CH:64][C:59]=3[N:58]=[CH:57]2)=[CH:54][CH:55]=1. The yield is 0.470. (2) The reactants are Cl[C:2]1[CH:7]=[C:6]([C:8]2[CH:13]=[CH:12][CH:11]=[C:10]([Cl:14])[C:9]=2[Cl:15])[N:5]=[C:4]([NH2:16])[N:3]=1.[Cl:17][C:18]1[CH:24]=[CH:23][C:21]([NH2:22])=[CH:20][CH:19]=1. No catalyst specified. The product is [Cl:15][C:9]1[C:10]([Cl:14])=[CH:11][CH:12]=[CH:13][C:8]=1[C:6]1[N:5]=[C:4]([NH2:16])[N:3]=[C:2]([NH:22][C:21]2[CH:23]=[CH:24][C:18]([Cl:17])=[CH:19][CH:20]=2)[CH:7]=1. The yield is 0.420. (3) The reactants are [F:1][C:2]([C:5]1[CH:9]=[C:8]([NH:10][C:11](=[O:19])OC2C=CC=CC=2)[O:7][N:6]=1)([CH3:4])[CH3:3].[NH2:20][C:21]1[CH:22]=[C:23]([OH:27])[CH:24]=[CH:25][CH:26]=1.CN(C1C=CC=CN=1)C. The catalyst is C1COCC1. The product is [F:1][C:2]([C:5]1[CH:9]=[C:8]([NH:10][C:11]([NH:20][C:21]2[CH:26]=[CH:25][CH:24]=[C:23]([OH:27])[CH:22]=2)=[O:19])[O:7][N:6]=1)([CH3:3])[CH3:4]. The yield is 0.740. (4) The reactants are [ClH:1].Cl.[CH2:3]([N:12]1[CH2:17][CH2:16][NH:15][CH2:14][CH2:13]1)[C:4]([C:6]1[CH:11]=[CH:10][CH:9]=[CH:8][CH:7]=1)=[O:5].[CH3:18][O:19][C:20]1[CH:27]=[CH:26][C:23]([CH2:24][Cl:25])=[CH:22][CH:21]=1.C([O-])([O-])=O.[K+].[K+]. The catalyst is CC(C)=O. The product is [ClH:25].[ClH:1].[CH3:18][O:19][C:20]1[CH:27]=[CH:26][C:23]([CH2:24][N:15]2[CH2:16][CH2:17][N:12]([CH2:3][C:4]([C:6]3[CH:7]=[CH:8][CH:9]=[CH:10][CH:11]=3)=[O:5])[CH2:13][CH2:14]2)=[CH:22][CH:21]=1. The yield is 0.700.